From a dataset of Forward reaction prediction with 1.9M reactions from USPTO patents (1976-2016). Predict the product of the given reaction. Given the reactants Cl[S:2]([C:5]1[CH:14]=[CH:13][C:8]([C:9]([O:11][CH3:12])=[O:10])=[CH:7][CH:6]=1)(=[O:4])=[O:3].[Cl:15][C:16]1[C:17]([NH2:23])=[N:18][CH:19]=[C:20]([CH3:22])[CH:21]=1, predict the reaction product. The product is: [Cl:15][C:16]1[C:17]([NH:23][S:2]([C:5]2[CH:14]=[CH:13][C:8]([C:9]([O:11][CH3:12])=[O:10])=[CH:7][CH:6]=2)(=[O:4])=[O:3])=[N:18][CH:19]=[C:20]([CH3:22])[CH:21]=1.